From a dataset of Catalyst prediction with 721,799 reactions and 888 catalyst types from USPTO. Predict which catalyst facilitates the given reaction. (1) Product: [O:30]=[C:29]([C:31]1[CH:36]=[CH:35][CH:34]=[CH:33][N:32]=1)[CH2:28][CH2:27][C:24]1[CH:23]=[CH:22][C:21]([NH:20][C:15]([C:10]2[C:9]([C:6]3[CH:7]=[CH:8][C:3]([C:2]([F:19])([F:18])[F:1])=[CH:4][CH:5]=3)=[CH:14][CH:13]=[CH:12][CH:11]=2)=[O:16])=[CH:26][CH:25]=1. The catalyst class is: 253. Reactant: [F:1][C:2]([F:19])([F:18])[C:3]1[CH:8]=[CH:7][C:6]([C:9]2[C:10]([C:15](Cl)=[O:16])=[CH:11][CH:12]=[CH:13][CH:14]=2)=[CH:5][CH:4]=1.[NH2:20][C:21]1[CH:26]=[CH:25][C:24]([CH2:27][CH2:28][C:29]([C:31]2[CH:36]=[CH:35][CH:34]=[CH:33][N:32]=2)=[O:30])=[CH:23][CH:22]=1.NC1C=CC(CCC(C2C=CC=CN=2)O)=CC=1.C(N(CC)CC)C. (2) Reactant: [CH3:1][O:2][C:3]1[CH:4]=[C:5]2[C:9](=[CH:10][CH:11]=1)[NH:8][CH:7]=[C:6]2[CH2:12][CH2:13][CH2:14][CH2:15][OH:16].[S:17](Cl)([C:20]1[CH:26]=[CH:25][C:23]([CH3:24])=[CH:22][CH:21]=1)(=[O:19])=[O:18]. Product: [CH3:24][C:23]1[CH:25]=[CH:26][C:20]([S:17]([O:16][CH2:15][CH2:14][CH2:13][CH2:12][C:6]2[C:5]3[C:9](=[CH:10][CH:11]=[C:3]([O:2][CH3:1])[CH:4]=3)[NH:8][CH:7]=2)(=[O:19])=[O:18])=[CH:21][CH:22]=1. The catalyst class is: 2. (3) Reactant: [CH3:1][C:2]1[CH:3]=[C:4]([CH2:11][C@@H:12]([O:16][C:17]([N:19]2[CH2:24][CH2:23][CH:22]([C:25]3[C:26](=[O:35])[NH:27][C:28]4[C:33]([CH:34]=3)=[CH:32][CH:31]=[CH:30][CH:29]=4)[CH2:21][CH2:20]2)=[O:18])[C:13](O)=[O:14])[CH:5]=[C:6]2[C:10]=1[NH:9][N:8]=[CH:7]2.C(N(C(C)C)CC)(C)C.[N:45]1[CH:50]=[CH:49][C:48]([N:51]2[CH2:56][CH2:55][NH:54][CH2:53][CH2:52]2)=[CH:47][CH:46]=1.C1CN([P+](ON2N=NC3C=CC=CC2=3)(N2CCCC2)N2CCCC2)CC1.F[P-](F)(F)(F)(F)F. Product: [O:35]=[C:26]1[C:25]([CH:22]2[CH2:21][CH2:20][N:19]([C:17]([O:16][C@H:12]([CH2:11][C:4]3[CH:5]=[C:6]4[C:10](=[C:2]([CH3:1])[CH:3]=3)[NH:9][N:8]=[CH:7]4)[C:13](=[O:14])[N:54]3[CH2:55][CH2:56][N:51]([C:48]4[CH:49]=[CH:50][N:45]=[CH:46][CH:47]=4)[CH2:52][CH2:53]3)=[O:18])[CH2:24][CH2:23]2)=[CH:34][C:33]2[C:28](=[CH:29][CH:30]=[CH:31][CH:32]=2)[NH:27]1. The catalyst class is: 204. (4) Reactant: [Si:1]([O:8]S(C(F)(F)F)(=O)=O)([C:4]([CH3:7])([CH3:6])[CH3:5])([CH3:3])[CH3:2].O[CH:17]([CH2:30][CH2:31][CH2:32][CH2:33][CH2:34][CH2:35][CH3:36])/[CH:18]=[CH:19]/[C:20](/[C:26]([O:28][CH3:29])=[O:27])=[CH:21]/[C:22]([O:24][CH3:25])=[O:23].CCN(CC)CC.CCOC(C)=O. Product: [Si:1]([O:8][CH:17]([CH2:30][CH2:31][CH2:32][CH2:33][CH2:34][CH2:35][CH3:36])/[CH:18]=[CH:19]/[C:20](/[C:26]([O:28][CH3:29])=[O:27])=[CH:21]/[C:22]([O:24][CH3:25])=[O:23])([C:4]([CH3:7])([CH3:6])[CH3:5])([CH3:3])[CH3:2]. The catalyst class is: 2. (5) Reactant: [CH2:1]([O:8][C:9]([N:11]([CH2:29][C:30]1[CH:35]=[CH:34][C:33](Br)=[CH:32][C:31]=1[F:37])[CH2:12][CH2:13][CH2:14][NH:15][CH:16]1[CH2:21][CH2:20][N:19]([C:22]([O:24][C:25]([CH3:28])([CH3:27])[CH3:26])=[O:23])[CH2:18][CH2:17]1)=[O:10])[C:2]1[CH:7]=[CH:6][CH:5]=[CH:4][CH:3]=1.C1(N)CCCCC1N.[CH3:46][S:47]([O-:49])=[O:48].[Na+]. Product: [CH2:1]([O:8][C:9]([N:11]([CH2:29][C:30]1[CH:35]=[CH:34][C:33]([S:47]([CH3:46])(=[O:49])=[O:48])=[CH:32][C:31]=1[F:37])[CH2:12][CH2:13][CH2:14][NH:15][CH:16]1[CH2:21][CH2:20][N:19]([C:22]([O:24][C:25]([CH3:28])([CH3:27])[CH3:26])=[O:23])[CH2:18][CH2:17]1)=[O:10])[C:2]1[CH:7]=[CH:6][CH:5]=[CH:4][CH:3]=1. The catalyst class is: 197. (6) Reactant: [F:1][C:2]1[CH:7]=[CH:6][C:5]([C:8]2[CH:29]=[CH:28][C:11]3[N:12]=[C:13]([C:18]4[CH:19]=[C:20]([CH:25]=[CH:26][CH:27]=4)[C:21]([NH:23][OH:24])=[NH:22])[CH2:14][C:15](=[O:17])[NH:16][C:10]=3[CH:9]=2)=[CH:4][CH:3]=1.[H-].[Na+].[C:32]1(=O)[O:36][CH2:35][CH2:34][CH2:33]1. Product: [F:1][C:2]1[CH:3]=[CH:4][C:5]([C:8]2[CH:29]=[CH:28][C:11]3[N:12]=[C:13]([C:18]4[CH:27]=[CH:26][CH:25]=[C:20]([C:21]5[N:22]=[C:32]([CH2:33][CH2:34][CH2:35][OH:36])[O:24][N:23]=5)[CH:19]=4)[CH2:14][C:15](=[O:17])[NH:16][C:10]=3[CH:9]=2)=[CH:6][CH:7]=1. The catalyst class is: 14.